This data is from Reaction yield outcomes from USPTO patents with 853,638 reactions. The task is: Predict the reaction yield, written as a fraction of the theoretical maximum amount of product (1.0 means a 100% yield; for example, 0.34 means a 34% yield). The reactants are [CH3:1][C:2]1[O:3][C:4]([CH3:10])=[CH:5][C:6]=1[C:7](Cl)=[O:8].[CH3:11][NH:12][CH3:13].O1CCOCC1. The catalyst is C1COCC1. The product is [CH3:11][N:12]([CH3:13])[C:7]([C:6]1[CH:5]=[C:4]([CH3:10])[O:3][C:2]=1[CH3:1])=[O:8]. The yield is 0.800.